Dataset: Full USPTO retrosynthesis dataset with 1.9M reactions from patents (1976-2016). Task: Predict the reactants needed to synthesize the given product. Given the product [CH2:1]([N:3]1[C:7]2=[N:8][C:9]([C:24]3[CH:25]=[CH:26][C:27]([O:30][CH3:31])=[CH:28][CH:29]=3)=[C:10]([CH2:19][OH:20])[C:11]([C:12]3[CH:13]=[N:14][CH:15]=[C:16]([CH3:18])[CH:17]=3)=[C:6]2[CH:5]=[N:4]1)[CH3:2], predict the reactants needed to synthesize it. The reactants are: [CH2:1]([N:3]1[C:7]2=[N:8][C:9]([C:24]3[CH:29]=[CH:28][C:27]([O:30][CH3:31])=[CH:26][CH:25]=3)=[C:10]([C:19](OCC)=[O:20])[C:11]([C:12]3[CH:13]=[N:14][CH:15]=[C:16]([CH3:18])[CH:17]=3)=[C:6]2[CH:5]=[N:4]1)[CH3:2].[H-].C([Al+]CC(C)C)C(C)C.